Dataset: Full USPTO retrosynthesis dataset with 1.9M reactions from patents (1976-2016). Task: Predict the reactants needed to synthesize the given product. (1) Given the product [I:21][C:15]1[N:16]=[C:17]([NH2:20])[C:18]2[N:19]=[C:2]([NH:25][CH2:22][CH2:23][CH3:24])[N:3]([C:13]=2[N:14]=1)[C@@H:4]1[O:12][C@H:9]([CH2:10][OH:11])[C@@H:7]([OH:8])[C@H:5]1[OH:6], predict the reactants needed to synthesize it. The reactants are: Br[C:2]1[N:3]([C:13]2[N:14]=[C:15]([I:21])[N:16]=[C:17]([NH2:20])[C:18]=2[N:19]=1)[C@@H:4]1[O:12][C@H:9]([CH2:10][OH:11])[C@@H:7]([OH:8])[C@H:5]1[OH:6].[CH2:22]([NH2:25])[CH2:23][CH3:24].CO. (2) Given the product [NH2:25][C:22]1[CH:21]=[CH:20][C:19]([NH:18][C:16]([N:12]2[CH2:13][C@@H:14]([CH3:15])[N:9]([C:6]3[CH:7]=[CH:8][C:3]([C:1]#[N:2])=[C:4]([C:29]([F:32])([F:31])[F:30])[CH:5]=3)[CH2:10][C@@H:11]2[CH3:28])=[O:17])=[CH:24][CH:23]=1, predict the reactants needed to synthesize it. The reactants are: [C:1]([C:3]1[CH:8]=[CH:7][C:6]([N:9]2[C@H:14]([CH3:15])[CH2:13][N:12]([C:16]([NH:18][C:19]3[CH:24]=[CH:23][C:22]([N+:25]([O-])=O)=[CH:21][CH:20]=3)=[O:17])[C@@H:11]([CH3:28])[CH2:10]2)=[CH:5][C:4]=1[C:29]([F:32])([F:31])[F:30])#[N:2].O.[Cl-].[NH4+]. (3) Given the product [C:1]1([CH2:7][CH2:8][CH2:9][CH2:10][NH:11][C:23]([C:22]2[CH:26]=[CH:27][C:19]([C:16]3[S:17][CH:18]=[C:14]([CH2:13][N:51]([CH2:50][C:47]4[CH:48]=[CH:49][C:44]([O:43][CH2:42][C:41]([OH:52])=[O:40])=[CH:45][CH:46]=4)[C:36](=[O:37])/[CH:35]=[CH:34]/[C:28]4[CH:33]=[CH:32][CH:31]=[CH:30][CH:29]=4)[N:15]=3)=[CH:20][CH:21]=2)=[O:24])[CH:6]=[CH:5][CH:4]=[CH:3][CH:2]=1, predict the reactants needed to synthesize it. The reactants are: [C:1]1([CH2:7][CH2:8][CH2:9][CH2:10][NH2:11])[CH:6]=[CH:5][CH:4]=[CH:3][CH:2]=1.Cl[CH2:13][C:14]1[N:15]=[C:16]([C:19]2[CH:27]=[CH:26][C:22]([C:23](Cl)=[O:24])=[CH:21][CH:20]=2)[S:17][CH:18]=1.[C:28]1(/[CH:34]=[CH:35]/[C:36](Cl)=[O:37])[CH:33]=[CH:32][CH:31]=[CH:30][CH:29]=1.C[O:40][C:41](=[O:52])[CH2:42][O:43][C:44]1[CH:49]=[CH:48][C:47]([CH2:50][NH2:51])=[CH:46][CH:45]=1. (4) Given the product [Br:1][CH2:2][CH2:3][O:4][C:5]1[CH:10]=[CH:9][C:8]([O:11][C:13]2[S:14][C:15]3[CH:21]=[CH:20][CH:19]=[CH:18][C:16]=3[N:17]=2)=[CH:7][CH:6]=1, predict the reactants needed to synthesize it. The reactants are: [Br:1][CH2:2][CH2:3][O:4][C:5]1[CH:10]=[CH:9][C:8]([OH:11])=[CH:7][CH:6]=1.Cl[C:13]1[S:14][C:15]2[CH:21]=[CH:20][CH:19]=[CH:18][C:16]=2[N:17]=1.C([O-])([O-])=O.[Cs+].[Cs+]. (5) Given the product [CH3:37][CH:36]([O:24][C:23]([CH2:22][CH2:21][CH2:20]/[CH:19]=[CH:18]\[CH2:17][C@@H:16]1[C@@H:12]([CH2:11][CH2:10][C@@H:9]([OH:28])[CH2:8][CH2:7][C:4]2[CH:3]=[CH:2][CH:1]=[CH:6][CH:5]=2)[C@H:13]([OH:27])[CH2:14][C@@H:15]1[OH:26])=[O:25])[CH3:38], predict the reactants needed to synthesize it. The reactants are: [CH:1]1[CH:2]=[CH:3][C:4]([CH2:7][CH2:8][C@H:9]([OH:28])[CH2:10][CH2:11][C@@H:12]2[C@@H:16]([CH2:17]/[CH:18]=[CH:19]\[CH2:20][CH2:21][CH2:22][C:23]([OH:25])=[O:24])[C@@H:15]([OH:26])[CH2:14][C@H:13]2[OH:27])=[CH:5][CH:6]=1.C([O-])([O-])=O.[K+].[K+].I[CH:36]([CH3:38])[CH3:37].O. (6) The reactants are: [Br:1][CH2:2][CH2:3][CH2:4][CH2:5][CH2:6][CH2:7][CH2:8][CH2:9][CH2:10][CH2:11][CH2:12][CH2:13][CH2:14][CH2:15][CH2:16][CH2:17][CH2:18][CH2:19][CH2:20][CH2:21]O.C1(P(C2C=CC=CC=2)C2C=CC=CC=2)C=CC=CC=1.[C:42]1(=[O:52])[NH:46][C:45](=[O:47])[C:44]2=[CH:48][CH:49]=[CH:50][CH:51]=[C:43]12.N(C(OC(C)C)=O)=NC(OC(C)C)=O. Given the product [Br:1][CH2:2][CH2:3][CH2:4][CH2:5][CH2:6][CH2:7][CH2:8][CH2:9][CH2:10][CH2:11][CH2:12][CH2:13][CH2:14][CH2:15][CH2:16][CH2:17][CH2:18][CH2:19][CH2:20][CH2:21][N:46]1[C:45](=[O:47])[C:44]2=[CH:48][CH:49]=[CH:50][CH:51]=[C:43]2[C:42]1=[O:52], predict the reactants needed to synthesize it.